Task: Predict the reactants needed to synthesize the given product.. Dataset: Full USPTO retrosynthesis dataset with 1.9M reactions from patents (1976-2016) (1) Given the product [N:10]1([C:2]2[CH:3]=[N:4][C:5]([C:8]#[N:9])=[N:6][CH:7]=2)[CH2:14][CH2:13][CH2:12][CH2:11]1, predict the reactants needed to synthesize it. The reactants are: Br[C:2]1[CH:3]=[N:4][C:5]([C:8]#[N:9])=[N:6][CH:7]=1.[NH:10]1[CH2:14][CH2:13][CH2:12][CH2:11]1.C(N(C(C)C)CC)(C)C. (2) Given the product [Cl:1][C:2]1[CH:7]=[C:6]([Cl:8])[CH:5]=[CH:4][C:3]=1[CH:9]([CH3:22])[C:10]([C:16]1[CH:21]=[CH:20][N:19]=[CH:18][CH:17]=1)([O:15][CH3:26])[C:11]([F:12])([F:13])[F:14], predict the reactants needed to synthesize it. The reactants are: [Cl:1][C:2]1[CH:7]=[C:6]([Cl:8])[CH:5]=[CH:4][C:3]=1[CH:9]([CH3:22])[C:10]([C:16]1[CH:21]=[CH:20][N:19]=[CH:18][CH:17]=1)([OH:15])[C:11]([F:14])([F:13])[F:12].[H-].[Na+].I[CH3:26]. (3) Given the product [NH2:17][C:14]1[N:15]=[CH:16][C:11]([C:10]#[C:9][C:5]2[CH:4]=[C:3]([N:2]([CH3:1])[C:28]([NH:27][C:24]3[CH:23]=[C:22]([C:18]([CH3:19])([CH3:20])[CH3:21])[O:26][N:25]=3)=[O:36])[CH:8]=[CH:7][CH:6]=2)=[CH:12][N:13]=1, predict the reactants needed to synthesize it. The reactants are: [CH3:1][NH:2][C:3]1[CH:4]=[C:5]([C:9]#[C:10][C:11]2[CH:12]=[N:13][C:14]([NH2:17])=[N:15][CH:16]=2)[CH:6]=[CH:7][CH:8]=1.[C:18]([C:22]1[O:26][N:25]=[C:24]([NH:27][C:28](=[O:36])OC2C=CC=CC=2)[CH:23]=1)([CH3:21])([CH3:20])[CH3:19]. (4) Given the product [CH2:1]([C:3]1[N:8]=[C:7]([N:9]2[CH2:10][CH2:11][N:12]([CH2:37][CH2:36][CH2:35][CH2:34][O:33][C:29]3[N:30]=[C:31]4[C:26]([CH2:25][CH2:24][C:23](=[O:22])[NH:32]4)=[CH:27][CH:28]=3)[CH2:13][CH2:14]2)[CH:6]=[CH:5][CH:4]=1)[CH3:2], predict the reactants needed to synthesize it. The reactants are: [CH2:1]([C:3]1[N:8]=[C:7]([N:9]2[CH2:14][CH2:13][NH:12][CH2:11][CH2:10]2)[CH:6]=[CH:5][CH:4]=1)[CH3:2].CCN(CC)CC.[O:22]=[C:23]1[NH:32][C:31]2[N:30]=[C:29]([O:33][CH2:34][CH2:35][CH2:36][CH:37]=O)[CH:28]=[CH:27][C:26]=2[CH2:25][CH2:24]1.[BH-](OC(C)=O)(OC(C)=O)OC(C)=O.[Na+]. (5) Given the product [Br:15][C:10]1[CH:9]=[CH:8][C:7]2[N:6]([CH2:17][CH2:18][CH2:19][CH3:20])[C:5]3[C:13]([C:12]=2[CH:11]=1)=[CH:14][C:2]([Br:1])=[CH:3][CH:4]=3, predict the reactants needed to synthesize it. The reactants are: [Br:1][C:2]1[CH:3]=[CH:4][C:5]2[NH:6][C:7]3[C:12]([C:13]=2[CH:14]=1)=[CH:11][C:10]([Br:15])=[CH:9][CH:8]=3.Br[CH2:17][CH2:18][CH2:19][CH3:20].